Dataset: Peptide-MHC class I binding affinity with 185,985 pairs from IEDB/IMGT. Task: Regression. Given a peptide amino acid sequence and an MHC pseudo amino acid sequence, predict their binding affinity value. This is MHC class I binding data. (1) The peptide sequence is TFMYVFSTF. The MHC is HLA-A02:01 with pseudo-sequence HLA-A02:01. The binding affinity (normalized) is 0.166. (2) The peptide sequence is TRAIRGEQQ. The binding affinity (normalized) is 0.326. The MHC is Mamu-B08 with pseudo-sequence Mamu-B08. (3) The peptide sequence is LIPLSEMVVK. The MHC is HLA-A68:01 with pseudo-sequence HLA-A68:01. The binding affinity (normalized) is 0.325. (4) The peptide sequence is FAEGVIAFL. The MHC is HLA-B46:01 with pseudo-sequence HLA-B46:01. The binding affinity (normalized) is 0.0847. (5) The peptide sequence is EITPIGLAP. The MHC is Mamu-B01 with pseudo-sequence Mamu-B01. The binding affinity (normalized) is 0. (6) The peptide sequence is RSLIIVLLF. The MHC is HLA-B15:03 with pseudo-sequence HLA-B15:03. The binding affinity (normalized) is 0.499. (7) The peptide sequence is VYHITVSQI. The MHC is HLA-A23:01 with pseudo-sequence HLA-A23:01. The binding affinity (normalized) is 0.576. (8) The peptide sequence is NHYLCLNCL. The MHC is HLA-A02:01 with pseudo-sequence HLA-A02:01. The binding affinity (normalized) is 0.0847.